This data is from Forward reaction prediction with 1.9M reactions from USPTO patents (1976-2016). The task is: Predict the product of the given reaction. (1) Given the reactants [CH3:1][C:2]([CH3:27])([CH2:20][C:21]1([CH3:26])[O:25][CH2:24][CH2:23][O:22]1)[CH2:3][N:4]1[C:16]2[C:15]3[CH:14]=[CH:13][CH:12]=[CH:11][C:10]=3[N:9]=[CH:8][C:7]=2[N:6]=[C:5]1[CH2:17][CH2:18][CH3:19].C1C=C(Cl)C=C(C(OO)=[O:36])C=1, predict the reaction product. The product is: [CH3:27][C:2]([CH3:1])([CH2:20][C:21]1([CH3:26])[O:25][CH2:24][CH2:23][O:22]1)[CH2:3][N:4]1[C:16]2[C:15]3[CH:14]=[CH:13][CH:12]=[CH:11][C:10]=3[N+:9]([O-:36])=[CH:8][C:7]=2[N:6]=[C:5]1[CH2:17][CH2:18][CH3:19]. (2) The product is: [I:1][C:2]1[CH:7]=[CH:6][C:5]([N:12]2[CH:13]=[CH:14][CH:15]=[CH:16][C:11]2=[O:10])=[CH:4][C:3]=1[F:9]. Given the reactants [I:1][C:2]1[CH:7]=[CH:6][C:5](I)=[CH:4][C:3]=1[F:9].[OH:10][C:11]1[CH:16]=[CH:15][CH:14]=[CH:13][N:12]=1.OC1C=CC=C2C=1N=CC=C2.C([O-])([O-])=O.[K+].[K+], predict the reaction product. (3) Given the reactants [Si]([O:8][CH:9]([CH2:20][O:21][C:22]1[CH:27]=[CH:26][CH:25]=[C:24]([C:28]2[N:33]=[C:32]3[N:34]([CH:37]([CH3:39])[CH3:38])[N:35]=[CH:36][C:31]3=[C:30]([NH:40][C:41]([NH:43][CH:44]3[CH2:49][CH2:48][O:47][CH2:46][CH2:45]3)=[O:42])[CH:29]=2)[CH:23]=1)[CH2:10][N:11](C)[C:12](=O)OC(C)(C)C)(C(C)(C)C)(C)C.Cl.C(O)=O, predict the reaction product. The product is: [OH:8][CH:9]([CH2:10][NH:11][CH3:12])[CH2:20][O:21][C:22]1[CH:23]=[C:24]([C:28]2[N:33]=[C:32]3[N:34]([CH:37]([CH3:39])[CH3:38])[N:35]=[CH:36][C:31]3=[C:30]([NH:40][C:41]([NH:43][CH:44]3[CH2:45][CH2:46][O:47][CH2:48][CH2:49]3)=[O:42])[CH:29]=2)[CH:25]=[CH:26][CH:27]=1. (4) Given the reactants C([N:8]1[CH2:11][CH:10]([NH2:12])[CH2:9]1)(OC(C)(C)C)=O.[CH3:13][C:14]([CH3:16])=O.[BH-](OC(C)=O)(OC(C)=O)OC(C)=O.[Na+].[ClH:31].CC(O)C, predict the reaction product. The product is: [ClH:31].[ClH:31].[CH:14]([N:8]1[CH2:11][CH:10]([NH2:12])[CH2:9]1)([CH3:16])[CH3:13]. (5) Given the reactants [NH2:1][C:2]1[CH:3]=[C:4]([CH:16]=[CH:17][C:18]=1[Cl:19])[O:5][C:6]1[CH:11]=[CH:10][N:9]=[C:8]([NH2:12])[C:7]=1[N+:13]([O-:15])=[O:14].[F:20][C:21]([F:33])([F:32])[O:22][C:23]1[CH:24]=[C:25]([CH:29]=[CH:30][CH:31]=1)[C:26](Cl)=[O:27], predict the reaction product. The product is: [NH2:12][C:8]1[C:7]([N+:13]([O-:15])=[O:14])=[C:6]([O:5][C:4]2[CH:16]=[CH:17][C:18]([Cl:19])=[C:2]([NH:1][C:26](=[O:27])[C:25]3[CH:29]=[CH:30][CH:31]=[C:23]([O:22][C:21]([F:20])([F:32])[F:33])[CH:24]=3)[CH:3]=2)[CH:11]=[CH:10][N:9]=1. (6) Given the reactants [CH:1]([C:3]1[CH:18]=[CH:17][C:6]([O:7][C:8]2[CH:9]=[CH:10][C:11]([C:14]([NH2:16])=[O:15])=[N:12][CH:13]=2)=[CH:5][CH:4]=1)=O.[C:19]1([CH2:29][CH2:30][NH2:31])[C:28]2[C:23](=[CH:24][CH:25]=[CH:26][CH:27]=2)[CH:22]=[CH:21][CH:20]=1, predict the reaction product. The product is: [C:19]1([CH2:29][CH2:30][NH:31][CH2:1][C:3]2[CH:18]=[CH:17][C:6]([O:7][C:8]3[CH:9]=[CH:10][C:11]([C:14]([NH2:16])=[O:15])=[N:12][CH:13]=3)=[CH:5][CH:4]=2)[C:28]2[C:23](=[CH:24][CH:25]=[CH:26][CH:27]=2)[CH:22]=[CH:21][CH:20]=1. (7) Given the reactants [CH2:1]([O:17][C:18](=[O:28])[CH:19]=[CH:20][C:21]1[CH:26]=[CH:25][C:24]([OH:27])=[CH:23][CH:22]=1)[CH2:2][CH2:3][CH2:4][CH2:5][CH2:6][CH2:7][CH2:8][CH2:9][CH2:10][CH2:11][CH2:12][CH2:13][CH2:14][CH2:15][CH3:16].Cl[CH2:30][CH2:31][CH2:32][CH2:33][CH2:34][CH2:35][OH:36].C(=O)([O-])[O-].[K+].[K+].[I-].[K+], predict the reaction product. The product is: [CH2:1]([O:17][C:18](=[O:28])[CH:19]=[CH:20][C:21]1[CH:26]=[CH:25][C:24]([O:27][CH2:30][CH2:31][CH2:32][CH2:33][CH2:34][CH2:35][OH:36])=[CH:23][CH:22]=1)[CH2:2][CH2:3][CH2:4][CH2:5][CH2:6][CH2:7][CH2:8][CH2:9][CH2:10][CH2:11][CH2:12][CH2:13][CH2:14][CH2:15][CH3:16]. (8) Given the reactants [CH2:1]([N:4]1[C:12](=[O:13])[C:11]2[C:6](=[CH:7][CH:8]=[C:9]([C:14]([OH:16])=O)[CH:10]=2)[C:5]1=[O:17])[CH:2]=[CH2:3].Cl.[F:19][C:20]([F:40])([F:39])[C:21]1[CH:26]=[CH:25][C:24]([C@@H:27]([C:29]2[C:34]([C:35]([F:38])([F:37])[F:36])=[CH:33][CH:32]=[CH:31][N:30]=2)[NH2:28])=[CH:23][CH:22]=1, predict the reaction product. The product is: [CH2:1]([N:4]1[C:12](=[O:13])[C:11]2[C:6](=[CH:7][CH:8]=[C:9]([C:14]([NH:28][C@@H:27]([C:24]3[CH:25]=[CH:26][C:21]([C:20]([F:40])([F:19])[F:39])=[CH:22][CH:23]=3)[C:29]3[C:34]([C:35]([F:36])([F:37])[F:38])=[CH:33][CH:32]=[CH:31][N:30]=3)=[O:16])[CH:10]=2)[C:5]1=[O:17])[CH:2]=[CH2:3].